The task is: Predict the reactants needed to synthesize the given product.. This data is from Full USPTO retrosynthesis dataset with 1.9M reactions from patents (1976-2016). (1) Given the product [CH3:1][C:2]1([CH3:14])[CH2:6][C@H:5]([OH:7])[C@@H:4]([C:8]2[N:12]([CH3:13])[N:11]=[CH:10][CH:9]=2)[CH2:3]1, predict the reactants needed to synthesize it. The reactants are: [CH3:1][C:2]1([CH3:14])[CH2:6][C:5](=[O:7])[CH:4]([C:8]2[N:12]([CH3:13])[N:11]=[CH:10][CH:9]=2)[CH2:3]1.[BH4-].[Na+].O. (2) The reactants are: [C:1]([O:4][C:5](=[O:7])[CH3:6])(=O)[CH3:2].[CH:8]1[C:13]2[S:14][C:15]3[C:16]4[C:21]([N:22]=[C:23]5[C:28]=3[CH:27]=[CH:26][CH:25]=[CH:24]5)=[CH:20][CH:19]=[CH:18][C:17]=4[C:12]=2C=C(O)[CH:9]=1.N1C=CC=CC=1.O. Given the product [C:5]([O:4][C:1]1[CH:9]=[CH:8][C:13]2[S:14][C:15]3[C:16]4[C:21]([N:22]=[C:23]5[C:28]=3[CH:27]=[CH:26][CH:25]=[CH:24]5)=[CH:20][CH:19]=[CH:18][C:17]=4[C:12]=2[CH:2]=1)(=[O:7])[CH3:6], predict the reactants needed to synthesize it. (3) Given the product [CH3:14][C:11]1[CH:10]=[CH:9][C:8]([C:6]2[O:32][N:31]=[C:30]([CH2:29][C:26]3[CH:25]=[CH:24][C:23]([CH2:22][O:21][C:16]4[CH:17]=[CH:18][CH:19]=[CH:20][N:15]=4)=[CH:28][CH:27]=3)[CH:7]=2)=[CH:13][N:12]=1, predict the reactants needed to synthesize it. The reactants are: O1CCCC1.[C:6]([C:8]1[CH:9]=[CH:10][C:11]([CH3:14])=[N:12][CH:13]=1)#[CH:7].[N:15]1[CH:20]=[CH:19][CH:18]=[CH:17][C:16]=1[O:21][CH2:22][C:23]1[CH:28]=[CH:27][C:26]([CH2:29][C:30](Cl)=[N:31][OH:32])=[CH:25][CH:24]=1.C(N(CC)CC)C. (4) Given the product [Br:20][CH2:29][C:26]1[CH:27]=[CH:28][C:23]([Cl:22])=[C:24]([S:31]([CH3:34])(=[O:33])=[O:32])[CH:25]=1, predict the reactants needed to synthesize it. The reactants are: C1(P(C2C=CC=CC=2)C2C=CC=CC=2)C=CC=CC=1.[Br:20]Br.[Cl:22][C:23]1[CH:28]=[CH:27][C:26]([CH2:29]O)=[CH:25][C:24]=1[S:31]([CH3:34])(=[O:33])=[O:32].C(=O)([O-])O.[Na+]. (5) Given the product [CH3:26][C:21]1([CH3:27])[C:22]([CH3:25])([CH3:24])[O:23][B:19]([C:2]2[CH:3]=[C:4]3[C:9](=[CH:10][CH:11]=2)[CH2:8][N:7]([C:12]([O:14][C:15]([CH3:18])([CH3:17])[CH3:16])=[O:13])[CH2:6][CH2:5]3)[O:20]1, predict the reactants needed to synthesize it. The reactants are: Br[C:2]1[CH:3]=[C:4]2[C:9](=[CH:10][CH:11]=1)[CH2:8][N:7]([C:12]([O:14][C:15]([CH3:18])([CH3:17])[CH3:16])=[O:13])[CH2:6][CH2:5]2.[B:19]1([B:19]2[O:23][C:22]([CH3:25])([CH3:24])[C:21]([CH3:27])([CH3:26])[O:20]2)[O:23][C:22]([CH3:25])([CH3:24])[C:21]([CH3:27])([CH3:26])[O:20]1.C([O-])(=O)C.[K+]. (6) The reactants are: [O:1]=[C:2]1[C:11]2[C:6](=[CH:7][CH:8]=[CH:9][CH:10]=2)[N:5]=[C:4]([CH2:12][CH2:13][CH2:14][C:15]([OH:17])=O)[NH:3]1.FC(F)(F)C(O)=O.[CH3:25][C:26]1[CH:27]=[CH:28][C:29]2[NH:33][C:32](=[O:34])[N:31]([CH:35]3[CH2:40][CH2:39][NH:38][CH2:37][CH2:36]3)[C:30]=2[CH:41]=1. Given the product [CH3:25][C:26]1[CH:27]=[CH:28][C:29]2[NH:33][C:32](=[O:34])[N:31]([CH:35]3[CH2:40][CH2:39][N:38]([C:15](=[O:17])[CH2:14][CH2:13][CH2:12][C:4]4[NH:3][C:2](=[O:1])[C:11]5[C:6](=[CH:7][CH:8]=[CH:9][CH:10]=5)[N:5]=4)[CH2:37][CH2:36]3)[C:30]=2[CH:41]=1, predict the reactants needed to synthesize it. (7) Given the product [CH:6]([O:9][C:10](=[O:47])[C@H:11]([CH2:23][C:24]1[CH:25]=[CH:26][C:27]([N:30]2[C:39](=[O:40])[C:38]3[C:33](=[CH:34][CH:35]=[C:36]([CH2:41][N:42]([CH:44]=[O:45])[CH3:43])[CH:37]=3)[N:32]([CH3:1])[C:31]2=[O:46])=[CH:28][CH:29]=1)[NH:12][C:13](=[O:22])[C:14]1[C:15]([Cl:21])=[CH:16][CH:17]=[CH:18][C:19]=1[Cl:20])([CH3:8])[CH3:7], predict the reactants needed to synthesize it. The reactants are: [CH3:1]N(C)C=O.[CH:6]([O:9][C:10](=[O:47])[C@H:11]([CH2:23][C:24]1[CH:29]=[CH:28][C:27]([N:30]2[C:39](=[O:40])[C:38]3[C:33](=[CH:34][CH:35]=[C:36]([CH2:41][N:42]([CH:44]=[O:45])[CH3:43])[CH:37]=3)[NH:32][C:31]2=[O:46])=[CH:26][CH:25]=1)[NH:12][C:13](=[O:22])[C:14]1[C:19]([Cl:20])=[CH:18][CH:17]=[CH:16][C:15]=1[Cl:21])([CH3:8])[CH3:7].C(=O)([O-])[O-].[K+].[K+].C1(C)C=CC(S(OC)(=O)=O)=CC=1. (8) The reactants are: [Br:1]Br.[Cl:3][C:4]1[CH:9]=[CH:8][C:7]([C:10]2[O:11][C:12]([CH3:18])=[C:13]([C:15](=[O:17])[CH3:16])[N:14]=2)=[CH:6][CH:5]=1.C(=O)(O)[O-].[Na+]. Given the product [Br:1][CH2:16][C:15]([C:13]1[N:14]=[C:10]([C:7]2[CH:6]=[CH:5][C:4]([Cl:3])=[CH:9][CH:8]=2)[O:11][C:12]=1[CH3:18])=[O:17], predict the reactants needed to synthesize it. (9) Given the product [N+:12]([C:5]1[C:6]([NH2:9])=[N:7][CH:8]=[C:3]([C:2]([F:1])([F:10])[F:11])[CH:4]=1)([O-:14])=[O:13], predict the reactants needed to synthesize it. The reactants are: [F:1][C:2]([F:11])([F:10])[C:3]1[CH:4]=[CH:5][C:6]([NH2:9])=[N:7][CH:8]=1.[N+:12]([O-])([OH:14])=[O:13].[OH-].[Na+]. (10) Given the product [CH3:5][CH:2]([N:13]1[CH2:14][CH2:15][N:10]([S:7]([CH3:6])(=[O:9])=[O:8])[CH2:11][CH2:12]1)[C:3]#[CH:4], predict the reactants needed to synthesize it. The reactants are: Cl[CH:2]([CH3:5])[C:3]#[CH:4].[CH3:6][S:7]([N:10]1[CH2:15][CH2:14][NH:13][CH2:12][CH2:11]1)(=[O:9])=[O:8].O.